This data is from Forward reaction prediction with 1.9M reactions from USPTO patents (1976-2016). The task is: Predict the product of the given reaction. (1) Given the reactants [CH3:1][N:2]1[C:6]2[CH:7]=[CH:8][C:9]([C:11]([OH:13])=O)=[CH:10][C:5]=2[N:4]=[C:3]1[NH:14][C:15]1[S:16][C:17]2[CH:23]=[C:22]([O:24][C:25]([F:28])([F:27])[F:26])[CH:21]=[CH:20][C:18]=2[N:19]=1.[NH:29]1[CH2:33][CH2:32][CH2:31][CH2:30]1.C1C=CC(P(N=[N+]=[N-])(C2C=CC=CC=2)=O)=CC=1.CCN(C(C)C)C(C)C, predict the reaction product. The product is: [CH3:1][N:2]1[C:6]2[CH:7]=[CH:8][C:9]([C:11]([N:29]3[CH2:33][CH2:32][CH2:31][CH2:30]3)=[O:13])=[CH:10][C:5]=2[N:4]=[C:3]1[NH:14][C:15]1[S:16][C:17]2[CH:23]=[C:22]([O:24][C:25]([F:27])([F:28])[F:26])[CH:21]=[CH:20][C:18]=2[N:19]=1. (2) Given the reactants [OH:1][C@H:2]1CC[C@H](NC2N=C(C(OCC)=O)C([N+]([O-])=O)=C(NC3C=CC=CC=3OC)N=2)CC1.Cl[C:33]1[N:38]=[C:37]([C:39]([O:41]CC)=O)[C:36]([N+:44]([O-])=O)=[C:35]([NH:47][C:48]2[CH:53]=[CH:52][CH:51]=[CH:50][C:49]=2[O:54][CH3:55])[N:34]=1.[NH2:56][C@H:57]1[CH2:62][CH2:61][C@H:60]([OH:63])[CH2:59][CH2:58]1.C([N:67](C(C)C)CC)(C)C.C[N:74](C)[CH:75]=[O:76], predict the reaction product. The product is: [C:75](=[O:76])([O:63][C@H:60]1[CH2:61][CH2:62][C@H:57]([NH:56][C:33]2[N:34]=[C:35]3[C:36]([NH:44][C:2](=[O:1])[N:47]3[C:48]3[CH:53]=[CH:52][CH:51]=[CH:50][C:49]=3[O:54][CH3:55])=[C:37]([C:39](=[O:41])[NH2:67])[N:38]=2)[CH2:58][CH2:59]1)[NH2:74]. (3) Given the reactants [F:1][C:2]([F:18])([F:17])[C:3]1[CH:4]=[CH:5][C:6]([C:9]2[CH:10]=[C:11]([CH:14]=[CH:15][CH:16]=2)[CH2:12][NH2:13])=[N:7][CH:8]=1.[F:19][C:20]1[CH:21]=[C:22]([S:26]([N:29]([CH2:33][C:34](O)=[O:35])[CH:30]([CH3:32])[CH3:31])(=[O:28])=[O:27])[CH:23]=[CH:24][CH:25]=1.CN(C(ON1N=NC2C=CC=NC1=2)=[N+](C)C)C.F[P-](F)(F)(F)(F)F.C(N(CC)C(C)C)(C)C.OS([O-])(=O)=O.[K+], predict the reaction product. The product is: [F:19][C:20]1[CH:21]=[C:22]([S:26]([N:29]([CH:30]([CH3:32])[CH3:31])[CH2:33][C:34]([NH:13][CH2:12][C:11]2[CH:14]=[CH:15][CH:16]=[C:9]([C:6]3[CH:5]=[CH:4][C:3]([C:2]([F:17])([F:1])[F:18])=[CH:8][N:7]=3)[CH:10]=2)=[O:35])(=[O:28])=[O:27])[CH:23]=[CH:24][CH:25]=1.